From a dataset of Full USPTO retrosynthesis dataset with 1.9M reactions from patents (1976-2016). Predict the reactants needed to synthesize the given product. (1) Given the product [CH2:1]([O:3][C:4]([C:6]1[C:7](=[O:23])[N:8]([C:17]2[CH:22]=[CH:21][CH:20]=[CH:19][CH:18]=2)[C:9]2[C:14]([C:15]=1[N:24]1[CH2:29][CH2:28][NH:27][CH2:26][CH2:25]1)=[CH:13][CH:12]=[CH:11][CH:10]=2)=[O:5])[CH3:2], predict the reactants needed to synthesize it. The reactants are: [CH2:1]([O:3][C:4]([C:6]1[C:7](=[O:23])[N:8]([C:17]2[CH:22]=[CH:21][CH:20]=[CH:19][CH:18]=2)[C:9]2[C:14]([C:15]=1Cl)=[CH:13][CH:12]=[CH:11][CH:10]=2)=[O:5])[CH3:2].[NH:24]1[CH2:29][CH2:28][NH:27][CH2:26][CH2:25]1. (2) Given the product [Cl:1][C:2]1[N:10]=[C:9]2[C:5]([N:6]=[CH:7][N:8]2[CH2:19][CH2:20][Cl:21])=[C:4]([NH:11][CH:12]2[CH2:17][CH2:16][CH2:15][CH2:14][CH2:13]2)[N:3]=1, predict the reactants needed to synthesize it. The reactants are: [Cl:1][C:2]1[N:10]=[C:9]2[C:5]([NH:6][CH:7]=[N:8]2)=[C:4]([NH:11][CH:12]2[CH2:17][CH2:16][CH2:15][CH2:14][CH2:13]2)[N:3]=1.Br[CH2:19][CH2:20][Cl:21].C(=O)([O-])[O-].[K+].[K+]. (3) Given the product [Br:1][C:2]1[C:3]([NH:12][C:20](=[O:22])[CH3:21])=[C:4]([CH2:9][CH2:10][CH3:11])[C:5]([CH3:8])=[N:6][CH:7]=1, predict the reactants needed to synthesize it. The reactants are: [Br:1][C:2]1[C:3]([NH2:12])=[C:4]([CH2:9][CH2:10][CH3:11])[C:5]([CH3:8])=[N:6][CH:7]=1.C(N(CC)CC)C.[C:20](Cl)(=[O:22])[CH3:21].C(=O)(O)[O-].[Na+]. (4) Given the product [OH:18][CH:17]([C:19]1[CH:20]=[C:21]2[C:25](=[CH:26][CH:27]=1)[NH:24][C:23](=[O:28])[CH2:22]2)[CH:16]([N:13]1[CH2:14][CH2:15][N:10]([C:5]2[CH:6]=[CH:7][CH:8]=[CH:9][C:4]=2[O:3][CH3:2])[CH2:11][CH2:12]1)[CH3:29], predict the reactants needed to synthesize it. The reactants are: Cl.[CH3:2][O:3][C:4]1[CH:9]=[CH:8][CH:7]=[CH:6][C:5]=1[N:10]1[CH2:15][CH2:14][N:13]([CH:16]([CH3:29])[C:17]([C:19]2[CH:20]=[C:21]3[C:25](=[CH:26][CH:27]=2)[NH:24][C:23](=[O:28])[CH2:22]3)=[O:18])[CH2:12][CH2:11]1.[BH4-].[Na+].Cl.